From a dataset of Forward reaction prediction with 1.9M reactions from USPTO patents (1976-2016). Predict the product of the given reaction. (1) Given the reactants [C:1]([N:4]1[C:12]2[C:7](=[CH:8][CH:9]=[C:10]([F:13])[CH:11]=2)[CH2:6][C:5]1=[O:14])(=[O:3])[CH3:2].C(N(CC)CC)C.[CH2:22]([O:24][C:25](=[O:37])[CH2:26][CH2:27][C:28]1[CH:33]=[CH:32][C:31]([C:34](Cl)=[O:35])=[CH:30][CH:29]=1)[CH3:23].C(C1C=CC(CCC(OCC)=O)=CC=1)(O)=O.S(Cl)(Cl)=O.Cl, predict the reaction product. The product is: [C:1]([N:4]1[C:12]2[C:7](=[CH:8][CH:9]=[C:10]([F:13])[CH:11]=2)/[C:6](=[C:34](\[OH:35])/[C:31]2[CH:30]=[CH:29][C:28]([CH2:27][CH2:26][C:25]([O:24][CH2:22][CH3:23])=[O:37])=[CH:33][CH:32]=2)/[C:5]1=[O:14])(=[O:3])[CH3:2]. (2) Given the reactants C(OC([N:8]1[CH2:11][C:10]([C:13]2[N:14]([CH3:39])[C:15]3[C:20]([N:21]=2)=[C:19]([N:22]2[CH2:27][CH2:26][O:25][CH2:24][CH2:23]2)[N:18]=[C:17]([N:28]2[C:32]4[CH:33]=[CH:34][CH:35]=[CH:36][C:31]=4[N:30]=[C:29]2[CH2:37][CH3:38])[N:16]=3)([F:12])[CH2:9]1)=O)(C)(C)C.C(O)(C(F)(F)F)=O, predict the reaction product. The product is: [CH2:37]([C:29]1[N:28]([C:17]2[N:16]=[C:15]3[C:20]([N:21]=[C:13]([C:10]4([F:12])[CH2:11][NH:8][CH2:9]4)[N:14]3[CH3:39])=[C:19]([N:22]3[CH2:27][CH2:26][O:25][CH2:24][CH2:23]3)[N:18]=2)[C:32]2[CH:33]=[CH:34][CH:35]=[CH:36][C:31]=2[N:30]=1)[CH3:38]. (3) Given the reactants [CH:1]12[N:8]([C:9]3[CH:32]=[CH:31][C:12]([CH2:13][NH:14][C:15]([NH:17][C:18]4[CH:26]=[CH:25][CH:24]=[C:23]5[C:19]=4[CH:20]=[N:21][N:22]5C(OC)=O)=[O:16])=[C:11]([Cl:33])[CH:10]=3)[CH:5]([CH2:6][CH2:7]1)[CH2:4][CH2:3][CH2:2]2.[OH-].[Na+], predict the reaction product. The product is: [CH:5]12[N:8]([C:9]3[CH:32]=[CH:31][C:12]([CH2:13][NH:14][C:15]([NH:17][C:18]4[CH:26]=[CH:25][CH:24]=[C:23]5[C:19]=4[CH:20]=[N:21][NH:22]5)=[O:16])=[C:11]([Cl:33])[CH:10]=3)[CH:1]([CH2:7][CH2:6]1)[CH2:2][CH2:3][CH2:4]2. (4) Given the reactants [Cl:1][C:2]1[N:7]=[CH:6][C:5]2[CH:8]=[N:9][NH:10][C:4]=2[CH:3]=1.N1C=CC=CC=1.[F:17][C:18]1[CH:23]=[CH:22][C:21]([S:24](Cl)(=[O:26])=[O:25])=[CH:20][CH:19]=1, predict the reaction product. The product is: [Cl:1][C:2]1[N:7]=[CH:6][C:5]2[CH:8]=[N:9][N:10]([S:24]([C:21]3[CH:22]=[CH:23][C:18]([F:17])=[CH:19][CH:20]=3)(=[O:26])=[O:25])[C:4]=2[CH:3]=1. (5) Given the reactants S(=O)(=O)(O)O.[C:6]12(O)[CH2:15][CH:10]3[CH2:11][CH:12]([CH2:14][CH:8]([CH2:9]3)[CH2:7]1)[CH2:13]2.[I:17][C:18]1[CH:23]=[CH:22][C:21]([O:24][CH3:25])=[CH:20][CH:19]=1.C(=O)(O)[O-].[Na+], predict the reaction product. The product is: [I:17][C:18]1[CH:19]=[CH:20][C:21]([O:24][CH3:25])=[C:22]([C:6]23[CH2:15][CH:10]4[CH2:11][CH:12]([CH2:14][CH:8]([CH2:9]4)[CH2:7]2)[CH2:13]3)[CH:23]=1. (6) Given the reactants [C:1]([O:5][C:6]([N:8]1[C:12]2=[CH:13][N:14]=[CH:15][C:16](Br)=[C:11]2[CH:10]=[CH:9]1)=[O:7])([CH3:4])([CH3:3])[CH3:2].[CH3:18][O:19][C:20](=[O:38])[C:21]1[CH:26]=[CH:25][C:24]([C:27]#[N:28])=[C:23](B2OC(C)(C)C(C)(C)O2)[CH:22]=1, predict the reaction product. The product is: [C:1]([O:5][C:6]([N:8]1[C:12]2=[CH:13][N:14]=[CH:15][C:16]([C:23]3[CH:22]=[C:21]([C:20]([O:19][CH3:18])=[O:38])[CH:26]=[CH:25][C:24]=3[C:27]#[N:28])=[C:11]2[CH:10]=[CH:9]1)=[O:7])([CH3:4])([CH3:3])[CH3:2].